The task is: Predict the product of the given reaction.. This data is from Forward reaction prediction with 1.9M reactions from USPTO patents (1976-2016). (1) Given the reactants [OH:1][C:2]1[CH:13]=[CH:12][C:5]2[C:6](=[O:11])[NH:7][CH2:8][CH2:9][CH2:10][C:4]=2[CH:3]=1.[H-].[Na+].[F:16][C:17]([F:36])([F:35])[S:18](N(C1C=CC=CC=1)[S:18]([C:17]([F:36])([F:35])[F:16])(=[O:20])=[O:19])(=[O:20])=[O:19], predict the reaction product. The product is: [F:16][C:17]([F:36])([F:35])[S:18]([O:1][C:2]1[CH:13]=[CH:12][C:5]2[C:6](=[O:11])[NH:7][CH2:8][CH2:9][CH2:10][C:4]=2[CH:3]=1)(=[O:20])=[O:19]. (2) Given the reactants [CH3:1][CH:2]1[CH2:11][C:10]([CH3:13])([CH3:12])[C:9]2[CH:8]=[C:7](OS(C(F)(F)F)(=O)=O)[CH:6]=[CH:5][C:4]=2[C:3]1=[O:22].C(N(CC)CC)C.[CH3:30][Si:31]([C:34]#[CH:35])([CH3:33])[CH3:32].C(OCC)(=O)C, predict the reaction product. The product is: [CH3:1][CH:2]1[CH2:11][C:10]([CH3:13])([CH3:12])[C:9]2[C:4](=[CH:5][CH:6]=[C:7]([C:35]#[C:34][Si:31]([CH3:33])([CH3:32])[CH3:30])[CH:8]=2)[C:3]1=[O:22]. (3) Given the reactants [NH2:1][C:2]1[C:3]([N:9]2[CH2:14][CH2:13][N:12]([C:15]([O:17][C:18]([CH3:21])([CH3:20])[CH3:19])=[O:16])[CH2:11][CH2:10]2)=[N:4][CH:5]=[C:6]([Br:8])[N:7]=1.CO[C:24](OC)([N:26]([CH3:28])[CH3:27])[CH3:25], predict the reaction product. The product is: [Br:8][C:6]1[N:7]=[C:2]([N:1]=[C:24]([N:26]([CH3:28])[CH3:27])[CH3:25])[C:3]([N:9]2[CH2:10][CH2:11][N:12]([C:15]([O:17][C:18]([CH3:21])([CH3:20])[CH3:19])=[O:16])[CH2:13][CH2:14]2)=[N:4][CH:5]=1. (4) The product is: [Cl:1][C:2]1[C:3]([N:25]2[CH2:30][CH2:29][CH2:28][C@H:27]([NH2:31])[CH2:26]2)=[N:4][C:5]([N:8]2[C:16]3[CH:15]=[C:14]([C:17]4[CH:18]=[N:19][CH:20]=[C:21]([CH2:23][CH3:24])[CH:22]=4)[N:13]=[CH:12][C:11]=3[CH:10]=[N:9]2)=[CH:6][CH:7]=1. Given the reactants [Cl:1][C:2]1[C:3]([N:25]2[CH2:30][CH2:29][CH2:28][C@H:27]([NH:31]C(=O)OC(C)(C)C)[CH2:26]2)=[N:4][C:5]([N:8]2[C:16]3[CH:15]=[C:14]([C:17]4[CH:18]=[N:19][CH:20]=[C:21]([CH2:23][CH3:24])[CH:22]=4)[N:13]=[CH:12][C:11]=3[CH:10]=[N:9]2)=[CH:6][CH:7]=1.Cl, predict the reaction product. (5) Given the reactants Br[C:2]1[CH:3]=[CH:4][C:5]([C:15]([OH:17])=[O:16])=[N:6][C:7]=1[O:8][CH:9]([CH3:14])[C:10]([F:13])([F:12])[F:11].[CH:18]1([B-](F)(F)F)[CH2:20][CH2:19]1.[K+].C(=O)([O-])[O-].[Cs+].[Cs+].O, predict the reaction product. The product is: [CH:18]1([C:2]2[CH:3]=[CH:4][C:5]([C:15]([OH:17])=[O:16])=[N:6][C:7]=2[O:8][CH:9]([CH3:14])[C:10]([F:13])([F:12])[F:11])[CH2:20][CH2:19]1.